Task: Predict the reactants needed to synthesize the given product.. Dataset: Full USPTO retrosynthesis dataset with 1.9M reactions from patents (1976-2016) (1) Given the product [CH3:19][O:20][C:21](=[O:32])[CH2:22][CH2:23][C:24]1[CH:29]=[CH:28][C:27]([O:8][CH2:7][CH2:6][C@@H:5]([O:4][C:3]2[CH:14]=[CH:15][C:16]([Cl:18])=[CH:17][C:2]=2[Br:1])[CH3:13])=[CH:26][C:25]=1[CH3:31], predict the reactants needed to synthesize it. The reactants are: [Br:1][C:2]1[CH:17]=[C:16]([Cl:18])[CH:15]=[CH:14][C:3]=1[O:4][C@@H:5]([CH3:13])[CH2:6][CH2:7][O:8]S(C)(=O)=O.[CH3:19][O:20][C:21](=[O:32])[CH2:22][CH2:23][C:24]1[CH:29]=[CH:28][C:27](O)=[CH:26][C:25]=1[CH3:31]. (2) Given the product [Cl:15][C:6]1[CH:5]=[C:4]([C:1]#[N:2])[CH:13]=[C:12]([F:14])[C:7]=1[C:8]([O:10][CH3:11])=[O:9], predict the reactants needed to synthesize it. The reactants are: [C:1]([C:4]1[CH:13]=[C:12]([F:14])[C:7]([C:8]([O:10][CH3:11])=[O:9])=[C:6]([Cl:15])[CH:5]=1)(=O)[NH2:2].N1C=CC=CC=1.FC(F)(F)C(OC(=O)C(F)(F)F)=O.